Dataset: Forward reaction prediction with 1.9M reactions from USPTO patents (1976-2016). Task: Predict the product of the given reaction. Given the reactants FC(F)(F)S(O[C:7]1[C:8]([C:13]([O:15][CH3:16])=[O:14])=[N:9][CH:10]=[CH:11][CH:12]=1)(=O)=O.C(=O)([O-])[O-].[K+].[K+].[C:25]1(B(O)O)[CH:30]=[CH:29][CH:28]=[CH:27][CH:26]=1, predict the reaction product. The product is: [C:25]1([C:7]2[C:8]([C:13]([O:15][CH3:16])=[O:14])=[N:9][CH:10]=[CH:11][CH:12]=2)[CH:30]=[CH:29][CH:28]=[CH:27][CH:26]=1.